Dataset: Peptide-MHC class I binding affinity with 185,985 pairs from IEDB/IMGT. Task: Regression. Given a peptide amino acid sequence and an MHC pseudo amino acid sequence, predict their binding affinity value. This is MHC class I binding data. (1) The peptide sequence is FTTTLFLHLV. The MHC is HLA-A02:01 with pseudo-sequence HLA-A02:01. The binding affinity (normalized) is 0.431. (2) The peptide sequence is HIGHHYIWI. The MHC is HLA-A02:06 with pseudo-sequence HLA-A02:06. The binding affinity (normalized) is 0.0628.